From a dataset of Reaction yield outcomes from USPTO patents with 853,638 reactions. Predict the reaction yield, written as a fraction of the theoretical maximum amount of product (1.0 means a 100% yield; for example, 0.34 means a 34% yield). (1) The reactants are [CH:1]([O:4][C:5]1[CH:14]=[C:13]([C:15]([F:18])([F:17])[F:16])[C:12]2[C:7](=[CH:8][CH:9]=[C:10]3[NH:22][C@H:21]([CH3:23])[CH2:20][O:19][C:11]3=2)[N:6]=1)([CH3:3])[CH3:2].C([O-])([O-])=O.[K+].[K+].[CH2:30](Br)[CH:31]=[CH2:32].Cl. The catalyst is CN(C=O)C.O. The product is [CH2:32]([N:22]1[C:10]2[C:11](=[C:12]3[C:7](=[CH:8][CH:9]=2)[N:6]=[C:5]([O:4][CH:1]([CH3:3])[CH3:2])[CH:14]=[C:13]3[C:15]([F:18])([F:17])[F:16])[O:19][CH2:20][C@H:21]1[CH3:23])[CH:31]=[CH2:30]. The yield is 0.750. (2) The catalyst is CN(C=O)C. The yield is 0.530. The reactants are [OH:1][C:2]([C:5]1[CH:31]=[CH:30][C:8]([C:9]([NH:11][C:12]2[CH:17]=[C:16]([N:18]3[CH2:23][CH2:22][CH2:21][C@@H:20]([C:24](O)=[O:25])[CH2:19]3)[N:15]3[N:27]=[CH:28][CH:29]=[C:14]3[N:13]=2)=[O:10])=[CH:7][CH:6]=1)([CH3:4])[CH3:3].CN.C[CH2:35][N:36]=C=NCCCN(C)C.C1C=CC2N(O)N=NC=2C=1. The product is [OH:1][C:2]([C:5]1[CH:6]=[CH:7][C:8]([C:9]([NH:11][C:12]2[CH:17]=[C:16]([N:18]3[CH2:23][CH2:22][CH2:21][C@@H:20]([C:24]([NH:36][CH3:35])=[O:25])[CH2:19]3)[N:15]3[N:27]=[CH:28][CH:29]=[C:14]3[N:13]=2)=[O:10])=[CH:30][CH:31]=1)([CH3:3])[CH3:4]. (3) The reactants are Cl.[NH:2]1[CH2:7][CH2:6][CH:5]([N:8]2[C@H:12]3[CH2:13][CH2:14][CH2:15][CH2:16][C@@H:11]3[NH:10][C:9]2=[O:17])[CH2:4][CH2:3]1.C(=O)([O-])[O-].O=[C:23]1[CH2:28][CH2:27][N:26]([C:29]([O:31][C:32]([CH3:35])([CH3:34])[CH3:33])=[O:30])[CH2:25][CH2:24]1.C([BH3-])#N.[Na+]. The catalyst is CO.[Cl-].[Zn+2].[Cl-]. The product is [O:17]=[C:9]1[N:8]([CH:5]2[CH2:4][CH2:3][N:2]([CH:23]3[CH2:28][CH2:27][N:26]([C:29]([O:31][C:32]([CH3:35])([CH3:34])[CH3:33])=[O:30])[CH2:25][CH2:24]3)[CH2:7][CH2:6]2)[C@H:12]2[CH2:13][CH2:14][CH2:15][CH2:16][C@@H:11]2[NH:10]1. The yield is 0.880. (4) The reactants are N.[CH3:2][O:3][C:4]1[CH:5]=[C:6]2[C:11](=[CH:12][C:13]=1[O:14][CH2:15][CH2:16][O:17][CH2:18][CH2:19][O:20][CH3:21])[N:10]=[CH:9][N:8](COC(=O)C(C)(C)C)[C:7]2=[O:30]. The catalyst is C(O)C.C(Cl)Cl. The product is [CH3:2][O:3][C:4]1[CH:5]=[C:6]2[C:11](=[CH:12][C:13]=1[O:14][CH2:15][CH2:16][O:17][CH2:18][CH2:19][O:20][CH3:21])[N:10]=[CH:9][NH:8][C:7]2=[O:30]. The yield is 0.780. (5) The reactants are [Na].F[C:3]1[CH:12]=[C:11]2[C:6]([C:7]([NH:13][C:14]3[CH:19]=[CH:18][C:17]([O:20][C:21]4[CH:26]=[CH:25][CH:24]=[CH:23][CH:22]=4)=[CH:16][CH:15]=3)=[N:8][CH:9]=[N:10]2)=[CH:5][C:4]=1[N+:27]([O-:29])=[O:28].[CH3:30][OH:31]. No catalyst specified. The product is [CH3:30][O:31][C:3]1[CH:12]=[C:11]2[C:6]([C:7]([NH:13][C:14]3[CH:19]=[CH:18][C:17]([O:20][C:21]4[CH:26]=[CH:25][CH:24]=[CH:23][CH:22]=4)=[CH:16][CH:15]=3)=[N:8][CH:9]=[N:10]2)=[CH:5][C:4]=1[N+:27]([O-:29])=[O:28]. The yield is 0.893. (6) The reactants are FC(F)(F)C(O)=O.[C:8]1([C:14]2[CH:19]=[C:18]([CH:20]3[CH2:25][CH2:24][NH:23][CH2:22][CH2:21]3)[CH:17]=[CH:16][C:15]=2[NH:26][C:27]([C:29]2[NH:30][CH:31]=[C:32]([C:34]#[N:35])[N:33]=2)=[O:28])[CH2:13][CH2:12][CH2:11][CH2:10][CH:9]=1.CCN(CC)CC.C[Si]([N:47]=[C:48]=[O:49])(C)C. The catalyst is C(Cl)Cl. The product is [C:34]([C:32]1[N:33]=[C:29]([C:27]([NH:26][C:15]2[CH:16]=[CH:17][C:18]([CH:20]3[CH2:21][CH2:22][N:23]([C:48]([NH2:47])=[O:49])[CH2:24][CH2:25]3)=[CH:19][C:14]=2[C:8]2[CH2:13][CH2:12][CH2:11][CH2:10][CH:9]=2)=[O:28])[NH:30][CH:31]=1)#[N:35]. The yield is 0.700. (7) The reactants are Br[C:2]1[CH:3]=[C:4]([CH:9]=[CH:10][C:11]=1[C:12]([CH3:15])([CH3:14])[CH3:13])[C:5]([O:7][CH3:8])=[O:6].[C:16]([Cu])#[N:17]. The catalyst is CN(C=O)C.[C-]#N.[Na+]. The product is [C:12]([C:11]1[CH:10]=[CH:9][C:4]([C:5]([O:7][CH3:8])=[O:6])=[CH:3][C:2]=1[C:16]#[N:17])([CH3:15])([CH3:14])[CH3:13]. The yield is 0.430.